This data is from M1 muscarinic receptor antagonist screen with 61,756 compounds. The task is: Binary Classification. Given a drug SMILES string, predict its activity (active/inactive) in a high-throughput screening assay against a specified biological target. The molecule is S(=O)(=O)(N1CCOCC1)c1ccc(cc1)c1nc(sc1)NC(=O)COc1ccccc1. The result is 0 (inactive).